This data is from Catalyst prediction with 721,799 reactions and 888 catalyst types from USPTO. The task is: Predict which catalyst facilitates the given reaction. (1) Reactant: [CH2:1]([O:8][C:9]1[CH:16]=[CH:15][C:12]([C:13]#[N:14])=[CH:11][CH:10]=1)[CH2:2][CH2:3][CH2:4][CH2:5][CH2:6][CH3:7].Cl.[NH2:18][OH:19]. Product: [CH2:1]([O:8][C:9]1[CH:10]=[CH:11][C:12](/[C:13](=[N:18]/[OH:19])/[NH2:14])=[CH:15][CH:16]=1)[CH2:2][CH2:3][CH2:4][CH2:5][CH2:6][CH3:7]. The catalyst class is: 14. (2) Reactant: [H-].[Na+].[OH:3][CH2:4][CH:5]1[CH2:7][CH2:6]1.[Br:8][CH2:9][CH2:10][CH2:11][CH2:12]Br.O. Product: [Br:8][CH2:9][CH2:10][CH2:11][CH2:12][O:3][CH2:4][CH:5]1[CH2:7][CH2:6]1. The catalyst class is: 11. (3) Reactant: [CH2:1]([O:8][C:9](=[O:29])[NH:10][CH2:11][C@H:12]1[CH2:17][CH2:16][C@H:15]([C:18]2[N:22]3[CH:23]=[CH:24][N:25]=[C:26]([NH2:27])[C:21]3=[C:20](I)[N:19]=2)[CH2:14][CH2:13]1)[C:2]1[CH:7]=[CH:6][CH:5]=[CH:4][CH:3]=1.[CH3:30][O:31][C:32]1[CH:33]=[C:34](B2OC(C)(C)C(C)(C)O2)[CH:35]=[CH:36][C:37]=1[O:38][C:39]1[CH:44]=[CH:43][CH:42]=[CH:41][CH:40]=1.C(=O)([O-])[O-].[K+].[K+]. Product: [CH2:1]([O:8][C:9](=[O:29])[NH:10][CH2:11][C@H:12]1[CH2:17][CH2:16][C@H:15]([C:18]2[N:22]3[CH:23]=[CH:24][N:25]=[C:26]([NH2:27])[C:21]3=[C:20]([C:34]3[CH:35]=[CH:36][C:37]([O:38][C:39]4[CH:40]=[CH:41][CH:42]=[CH:43][CH:44]=4)=[C:32]([O:31][CH3:30])[CH:33]=3)[N:19]=2)[CH2:14][CH2:13]1)[C:2]1[CH:7]=[CH:6][CH:5]=[CH:4][CH:3]=1. The catalyst class is: 149. (4) Reactant: C(=O)([O-])[O-].[K+].[K+].[CH2:7]([O:9][C:10]([C:12]1[N:13]=[C:14]([CH2:17]Br)[S:15][CH:16]=1)=[O:11])[CH3:8].[I:19][C:20]1[CH:25]=[CH:24][C:23]([OH:26])=[CH:22][CH:21]=1. Product: [CH2:7]([O:9][C:10]([C:12]1[N:13]=[C:14]([CH2:17][O:26][C:23]2[CH:24]=[CH:25][C:20]([I:19])=[CH:21][CH:22]=2)[S:15][CH:16]=1)=[O:11])[CH3:8]. The catalyst class is: 21. (5) Reactant: [CH:1]1([N:7]2[C:11]3[CH:12]=[CH:13][C:14]([C:16]([O:18][CH2:19][CH3:20])=[O:17])=[CH:15][C:10]=3[N:9]=[C:8]2[C:21]2[CH:26]=[CH:25][C:24]([O:27][C:28]3[CH:33]=[CH:32][CH:31]=[C:30]([OH:34])[CH:29]=3)=[CH:23][CH:22]=2)[CH2:6][CH2:5][CH2:4][CH2:3][CH2:2]1.[H-].[Na+].Cl.Cl[CH2:39][C:40]1[CH:45]=[CH:44][N:43]=[CH:42][CH:41]=1.O. Product: [CH:1]1([N:7]2[C:11]3[CH:12]=[CH:13][C:14]([C:16]([O:18][CH2:19][CH3:20])=[O:17])=[CH:15][C:10]=3[N:9]=[C:8]2[C:21]2[CH:22]=[CH:23][C:24]([O:27][C:28]3[CH:33]=[CH:32][CH:31]=[C:30]([O:34][CH2:39][C:40]4[CH:45]=[CH:44][N:43]=[CH:42][CH:41]=4)[CH:29]=3)=[CH:25][CH:26]=2)[CH2:2][CH2:3][CH2:4][CH2:5][CH2:6]1. The catalyst class is: 9.